From a dataset of Forward reaction prediction with 1.9M reactions from USPTO patents (1976-2016). Predict the product of the given reaction. (1) Given the reactants [CH3:1][O:2][C:3]1[CH:12]=[C:11]2[C:6]([C:7](=O)[C:8]([C:14]3[CH:19]=[CH:18][C:17]([O:20][CH3:21])=[CH:16][CH:15]=3)([CH3:13])[CH2:9][S:10]2)=[CH:5][CH:4]=1.[H-].[Al+3].[Li+].[H-].[H-].[H-].[Cl-].[NH4+].[CH2:31]([Si](C)(C)C)[CH:32]=[CH2:33], predict the reaction product. The product is: [CH2:33]([CH:7]1[C:6]2[C:11](=[CH:12][C:3]([O:2][CH3:1])=[CH:4][CH:5]=2)[S:10][CH2:9][C:8]1([C:14]1[CH:19]=[CH:18][C:17]([O:20][CH3:21])=[CH:16][CH:15]=1)[CH3:13])[CH:32]=[CH2:31]. (2) The product is: [Br:16][C:6]1[S:5][C:4]2[CH:7]=[CH:8][CH:9]=[CH:10][C:3]=2[C:2]=1[CH:14]=[O:15]. Given the reactants Br[C:2]1[C:3]2[CH:10]=[CH:9][CH:8]=[CH:7][C:4]=2[S:5][CH:6]=1.CN([CH:14]=[O:15])C.[Br:16]Br, predict the reaction product. (3) Given the reactants Br[CH:2]([CH2:7][CH2:8][CH2:9]Br)[C:3]([O:5][CH3:6])=[O:4].C([O-])([O-])=O.[K+].[K+].[Br:17][C:18]1[CH:23]=[CH:22][C:21]([C@@H:24]([NH2:26])[CH3:25])=[CH:20][CH:19]=1.CCOC(C)=O, predict the reaction product. The product is: [CH3:6][O:5][C:3]([C@@H:2]1[CH2:7][CH2:8][CH2:9][N:26]1[C@H:24]([C:21]1[CH:22]=[CH:23][C:18]([Br:17])=[CH:19][CH:20]=1)[CH3:25])=[O:4]. (4) Given the reactants [CH2:1]([C:3]1[O:4][C:5]2[CH:22]=[CH:21][CH:20]=[CH:19][C:6]=2[C:7]=1[C:8]([C:10]1[CH:15]=[CH:14][C:13]([O:16]C)=[C:12]([I:18])[CH:11]=1)=[O:9])[CH3:2], predict the reaction product. The product is: [CH2:1]([C:3]1[O:4][C:5]2[CH:22]=[CH:21][CH:20]=[CH:19][C:6]=2[C:7]=1[C:8]([C:10]1[CH:15]=[CH:14][C:13]([OH:16])=[C:12]([I:18])[CH:11]=1)=[O:9])[CH3:2]. (5) Given the reactants [F:1][C:2]([F:15])([F:14])[C:3]1[CH:8]=[CH:7][C:6]([CH2:9][S:10](Cl)(=[O:12])=[O:11])=[CH:5][CH:4]=1.[CH2:16]([NH2:18])[CH3:17], predict the reaction product. The product is: [CH2:16]([NH:18][S:10]([CH2:9][C:6]1[CH:7]=[CH:8][C:3]([C:2]([F:15])([F:14])[F:1])=[CH:4][CH:5]=1)(=[O:12])=[O:11])[CH3:17]. (6) Given the reactants COC1C=C(OC)C=CC=1C[NH:6][C:7]1[N:16]2[N:17]=[CH:18][N:19]=[C:15]2[C:14]2[C:9](=[C:10]3[O:22][C:21]([F:24])([F:23])[O:20][C:11]3=[CH:12][CH:13]=2)[N:8]=1.FC(F)(F)C(O)=O, predict the reaction product. The product is: [F:24][C:21]1([F:23])[O:20][C:11]2=[CH:12][CH:13]=[C:14]3[C:9]([N:8]=[C:7]([NH2:6])[N:16]4[N:17]=[CH:18][N:19]=[C:15]34)=[C:10]2[O:22]1.